The task is: Regression/Classification. Given a drug SMILES string, predict its absorption, distribution, metabolism, or excretion properties. Task type varies by dataset: regression for continuous measurements (e.g., permeability, clearance, half-life) or binary classification for categorical outcomes (e.g., BBB penetration, CYP inhibition). Dataset: cyp3a4_veith.. This data is from CYP3A4 inhibition data for predicting drug metabolism from PubChem BioAssay. (1) The compound is COC(=O)[C@@]1(Cc2ccccc2)[C@H]2c3cc(C(=O)N(C)C)n(Cc4ccc(O)c(OC)c4)c3C[C@H]2CN1C(=O)c1ccccc1. The result is 1 (inhibitor). (2) The drug is CC1=NN(c2ccc(S(=O)(=O)O)cc2)C(=O)/C1=C\c1ccc(Cl)cc1.c1ccncc1. The result is 0 (non-inhibitor). (3) The molecule is CC(C)NC(=O)N1CCC2(CC1)CCN(C(=O)c1ccco1)CC2. The result is 0 (non-inhibitor).